Dataset: Full USPTO retrosynthesis dataset with 1.9M reactions from patents (1976-2016). Task: Predict the reactants needed to synthesize the given product. (1) The reactants are: CS[C:3](SC)=[C:4]1[C:13](=[O:14])[C:12]([CH2:18][CH2:19][CH3:20])([CH2:15][CH2:16][CH3:17])[C:11]2[C:6](=[CH:7][C:8]([F:21])=[CH:9][CH:10]=2)[C:5]1=[O:22].CSC(SC)=C1C(=O)C(CCCC)(CCCC)C2C(=CC=CC=2)C1=O.[NH2:50][C:51]1[CH:56]=[CH:55][CH:54]=[CH:53][C:52]=1[S:57]([NH2:60])(=[O:59])=[O:58].NC1C=CC(OCC2C=CC=CC=2)=CC=1S(N)(=O)=O. Given the product [O:58]=[S:57]1(=[O:59])[C:52]2[CH:53]=[CH:54][CH:55]=[CH:56][C:51]=2[NH:50][C:3]([C:4]2[C:13](=[O:14])[C:12]([CH2:18][CH2:19][CH3:20])([CH2:15][CH2:16][CH3:17])[C:11]3[C:6]([C:5]=2[OH:22])=[CH:7][C:8]([F:21])=[CH:9][CH:10]=3)=[N:60]1, predict the reactants needed to synthesize it. (2) Given the product [C:30]([C:29]1[CH:32]=[C:33]([O:37][CH3:38])[C:34]([O:35][CH3:36])=[C:27]([O:26][CH3:25])[CH:28]=1)#[CH:6], predict the reactants needed to synthesize it. The reactants are: C(Br)(Br)(Br)Br.[CH:6]1C=CC(P(C2C=CC=CC=2)C2C=CC=CC=2)=CC=1.[CH3:25][O:26][C:27]1[CH:28]=[C:29]([CH:32]=[C:33]([O:37][CH3:38])[C:34]=1[O:35][CH3:36])[CH:30]=O.[Li]CCCC.[NH4+].[Cl-]. (3) Given the product [CH3:18][CH:19]([CH3:35])[C:20]([NH:22][C:23]1[CH:28]=[CH:27][CH:26]=[C:25]([CH:29]2[CH2:34][CH2:33][N:32]([CH2:8][CH2:9][C:10](=[O:11])[C:12]3[CH:17]=[CH:16][CH:15]=[CH:14][CH:13]=3)[CH2:31][CH2:30]2)[CH:24]=1)=[O:21], predict the reactants needed to synthesize it. The reactants are: C([O-])([O-])=O.[K+].[K+].Cl[CH2:8][CH2:9][C:10]([C:12]1[CH:17]=[CH:16][CH:15]=[CH:14][CH:13]=1)=[O:11].[CH3:18][CH:19]([CH3:35])[C:20]([NH:22][C:23]1[CH:28]=[CH:27][CH:26]=[C:25]([CH:29]2[CH2:34][CH2:33][NH:32][CH2:31][CH2:30]2)[CH:24]=1)=[O:21]. (4) Given the product [C:1]([O:5][C:6]([N:8]1[CH2:9][CH2:10][CH:11]([C:14]2[CH:19]=[C:18]([CH3:20])[C:17]([C:21]([N:47]([C:37]([O:39][CH2:40][C:41]3[CH:46]=[CH:45][CH:44]=[CH:43][CH:42]=3)=[O:38])[C:48]([NH2:50])=[NH:49])=[O:22])=[CH:16][C:15]=2[C:24]([F:27])([F:26])[F:25])[CH2:12][CH2:13]1)=[O:7])([CH3:3])([CH3:4])[CH3:2], predict the reactants needed to synthesize it. The reactants are: [C:1]([O:5][C:6]([N:8]1[CH2:13][CH2:12][CH:11]([C:14]2[CH:19]=[C:18]([CH3:20])[C:17]([C:21](O)=[O:22])=[CH:16][C:15]=2[C:24]([F:27])([F:26])[F:25])[CH2:10][CH2:9]1)=[O:7])([CH3:4])([CH3:3])[CH3:2].[I-].ClC1C=CC=C[N+]=1C.[C:37]([NH:47][C:48]([NH2:50])=[NH:49])([O:39][CH2:40][C:41]1[CH:46]=[CH:45][CH:44]=[CH:43][CH:42]=1)=[O:38].C(N(CC)C(C)C)(C)C. (5) Given the product [CH3:4][C:2]12[CH:1]3[N:7]4[CH2:20][CH2:21][N:16]3[CH2:15][CH2:14][N:13]1[CH2:12][CH2:11][N:10]2[CH2:9][CH2:8]4, predict the reactants needed to synthesize it. The reactants are: [CH:1](=O)[C:2]([CH3:4])=O.O.[NH2:7][CH2:8][CH2:9][NH:10][CH2:11][CH2:12][NH:13][CH2:14][CH2:15][NH2:16].N1[C:21]2C=CC=C[C:20]=2N=N1.C(C=O)=O.[BH4-].[Na+]. (6) Given the product [Br:18][C:14]1[CH:13]=[C:12]([N:10]2[CH:11]=[C:7]([C:5]3[O:6][CH2:2][CH2:3][N:4]=3)[N:8]=[CH:9]2)[CH:17]=[CH:16][CH:15]=1, predict the reactants needed to synthesize it. The reactants are: O[CH2:2][CH2:3][NH:4][C:5]([C:7]1[N:8]=[CH:9][N:10]([C:12]2[CH:17]=[CH:16][CH:15]=[C:14]([Br:18])[CH:13]=2)[CH:11]=1)=[O:6].C(N(CC)CC)C.C1(C)C=CC(S(O)(=O)=O)=CC=1. (7) Given the product [CH2:37]([C:18]1[CH:17]=[C:16]([C:7]2[CH:8]=[CH:9][C:4]([O:3][C:2]([F:14])([F:13])[F:1])=[CH:5][CH:6]=2)[CH:21]=[CH:20][C:19]=1[S:22]([NH:25][C@H:26]1[CH2:31][CH2:30][CH2:29][C@@H:28]([N:32]2[CH:36]=[N:35][N:34]=[CH:33]2)[CH2:27]1)(=[O:24])=[O:23])[CH3:38], predict the reactants needed to synthesize it. The reactants are: [F:1][C:2]([F:14])([F:13])[O:3][C:4]1[CH:9]=[CH:8][C:7](B(O)O)=[CH:6][CH:5]=1.Br[C:16]1[CH:21]=[CH:20][C:19]([S:22]([NH:25][C@H:26]2[CH2:31][CH2:30][CH2:29][C@@H:28]([N:32]3[CH:36]=[N:35][N:34]=[CH:33]3)[CH2:27]2)(=[O:24])=[O:23])=[C:18]([CH2:37][CH3:38])[CH:17]=1.C(=O)([O-])[O-].[Na+].[Na+]. (8) Given the product [Cl:6][C:7]1[CH:8]=[C:9]([NH:21][C:22]2[C:31]3[C:26](=[CH:27][CH:28]=[CH:29][C:30]=3[O:32][CH2:33][CH2:34][N:35]([CH2:36][C:37]#[CH:38])[C:1](=[O:5])[CH2:2][OH:3])[N:25]=[CH:24][N:23]=2)[CH:10]=[CH:11][C:12]=1[O:13][CH2:14][C:15]1[CH:20]=[CH:19][CH:18]=[CH:17][N:16]=1, predict the reactants needed to synthesize it. The reactants are: [C:1]([OH:5])(=O)[CH2:2][OH:3].[Cl:6][C:7]1[CH:8]=[C:9]([NH:21][C:22]2[C:31]3[C:26](=[CH:27][CH:28]=[CH:29][C:30]=3[O:32][CH2:33][CH2:34][NH:35][CH2:36][C:37]#[CH:38])[N:25]=[CH:24][N:23]=2)[CH:10]=[CH:11][C:12]=1[O:13][CH2:14][C:15]1[CH:20]=[CH:19][CH:18]=[CH:17][N:16]=1.